Dataset: Full USPTO retrosynthesis dataset with 1.9M reactions from patents (1976-2016). Task: Predict the reactants needed to synthesize the given product. (1) The reactants are: [I:1][C:2]1[C:13]([C:14]([O:16][CH2:17][CH3:18])=[O:15])=[C:5]2[C:6](=O)[NH:7][C:8]3([CH2:11][CH2:10]3)[CH2:9][N:4]2[N:3]=1.CSC. Given the product [I:1][C:2]1[C:13]([C:14]([O:16][CH2:17][CH3:18])=[O:15])=[C:5]2[CH2:6][NH:7][C:8]3([CH2:11][CH2:10]3)[CH2:9][N:4]2[N:3]=1, predict the reactants needed to synthesize it. (2) Given the product [Cl:1][CH2:2][CH2:3][N:4]([CH2:5][CH2:6][Cl:7])[SH:8](=[O:10])=[O:9], predict the reactants needed to synthesize it. The reactants are: [Cl:1][CH2:2][CH2:3][NH:4][CH2:5][CH2:6][Cl:7].[S:8](Cl)(Cl)(=[O:10])=[O:9]. (3) Given the product [F:41][C:40]([F:43])([F:42])[C:38]([OH:44])=[O:39].[C@@H:19]12[N:18]([C:16](=[O:17])/[CH:15]=[CH:14]/[C@@H:13]([NH:12][C:10](=[O:11])[C@H:9]([CH3:37])[NH2:5])[CH2:29][CH2:30][C:31]3[CH:32]=[CH:33][CH:34]=[CH:35][CH:36]=3)[C@@H:26]([CH2:27][CH2:28]1)[C:25]1[C:20]2=[CH:21][CH:22]=[CH:23][CH:24]=1, predict the reactants needed to synthesize it. The reactants are: CC([N:5]([C@@H:9]([CH3:37])[C:10]([NH:12][C@@H:13]([CH2:29][CH2:30][C:31]1[CH:36]=[CH:35][CH:34]=[CH:33][CH:32]=1)/[CH:14]=[CH:15]/[C:16]([N:18]1[C@H:26]2[CH2:27][CH2:28][C@@H:19]1[C:20]1[C:25]2=[CH:24][CH:23]=[CH:22][CH:21]=1)=[O:17])=[O:11])C(=O)[O-])(C)C.[C:38]([OH:44])([C:40]([F:43])([F:42])[F:41])=[O:39]. (4) The reactants are: [CH3:1][O:2][Si:3]([CH2:8][CH2:9][CH2:10][N:11]([CH3:13])[CH3:12])([O:6][CH3:7])[O:4][CH3:5].[C:14](OCC)(=O)C.[CH3:20][S:21]([O:24]C)(=[O:23])=[O:22]. Given the product [CH3:20][S:21]([O-:24])(=[O:23])=[O:22].[CH3:1][O:2][Si:3]([CH2:8][CH2:9][CH2:10][N+:11]([CH3:14])([CH3:13])[CH3:12])([O:4][CH3:5])[O:6][CH3:7], predict the reactants needed to synthesize it. (5) Given the product [NH3:4].[C:33]([N:13]1[CH2:12][CH2:11][CH:10]([NH:9][C:7](=[O:8])[C:6]2[CH:16]=[C:2]([F:1])[CH:3]=[N:4][C:5]=2[O:17][C:18]2[CH:23]=[CH:22][CH:21]=[C:20]([S:24][CH3:25])[CH:19]=2)[CH2:15][CH2:14]1)(=[O:35])[CH3:34], predict the reactants needed to synthesize it. The reactants are: [F:1][C:2]1[CH:3]=[N:4][C:5]([O:17][C:18]2[CH:23]=[CH:22][CH:21]=[C:20]([S:24][CH3:25])[CH:19]=2)=[C:6]([CH:16]=1)[C:7]([NH:9][CH:10]1[CH2:15][CH2:14][NH:13][CH2:12][CH2:11]1)=[O:8].C(N(CC)CC)C.[C:33](Cl)(=[O:35])[CH3:34]. (6) Given the product [NH:1]1[CH2:6][CH2:5][CH:4]([O:7][C:8]2[CH:9]=[CH:10][C:11]3[N:15]=[CH:14][N:13]([C:16]4[S:20][C:19]([C:21]([NH2:41])=[O:23])=[C:18]([O:25][C@@H:26]([C:28]5[CH:33]=[CH:32][CH:31]=[CH:30][C:29]=5[C:34]([F:37])([F:35])[F:36])[CH3:27])[CH:17]=4)[C:12]=3[CH:38]=2)[CH2:3][CH2:2]1, predict the reactants needed to synthesize it. The reactants are: [NH:1]1[CH2:6][CH2:5][CH:4]([O:7][C:8]2[CH:9]=[CH:10][C:11]3[N:15]=[CH:14][N:13]([C:16]4[S:20][C:19]([C:21]([O:23]C)=O)=[C:18]([O:25][C@@H:26]([C:28]5[CH:33]=[CH:32][CH:31]=[CH:30][C:29]=5[C:34]([F:37])([F:36])[F:35])[CH3:27])[CH:17]=4)[C:12]=3[CH:38]=2)[CH2:3][CH2:2]1.CO.[NH3:41]. (7) Given the product [C:1]([O:5][C:6]([N:8]([CH2:22][CH2:23][N:24]([CH3:26])[CH3:25])[S:9]([C:12]1[CH:13]=[CH:14][C:15]([C:16]([OH:18])=[O:17])=[CH:20][CH:21]=1)(=[O:11])=[O:10])=[O:7])([CH3:4])([CH3:3])[CH3:2], predict the reactants needed to synthesize it. The reactants are: [C:1]([O:5][C:6]([N:8]([CH2:22][CH2:23][N:24]([CH3:26])[CH3:25])[S:9]([C:12]1[CH:21]=[CH:20][C:15]([C:16]([O:18]C)=[O:17])=[CH:14][CH:13]=1)(=[O:11])=[O:10])=[O:7])([CH3:4])([CH3:3])[CH3:2].[Li+].[OH-]. (8) Given the product [CH2:1]([N:3]1[CH:11]=[C:10]2[C:5]([CH:6]=[C:7]([C:13]([O:15][CH2:16][CH3:17])=[O:14])[CH:8]=[C:9]2[O:12][C:54]2[CH:53]=[CH:43][C:29]([S:26]([CH3:25])(=[O:27])=[O:28])=[CH:30][CH:35]=2)=[N:4]1)[CH3:2], predict the reactants needed to synthesize it. The reactants are: [CH2:1]([N:3]1[CH:11]=[C:10]2[C:5]([CH:6]=[C:7]([C:13]([O:15][CH2:16][CH3:17])=[O:14])[CH:8]=[C:9]2[OH:12])=[N:4]1)[CH3:2].FC1C=CC([CH2:25][S:26]([CH2:29][C:30]2[CH:35]=CC(F)=CC=2)(=[O:28])=[O:27])=CC=1.C(=O)([O-])[O-].[Cs+].[Cs+].[C:43](=O)([O-])[O-].[K+].[K+].C(O[CH2:53][CH3:54])(=O)C. (9) Given the product [CH3:1][N:2]1[CH:10]=[C:9]2[C:4]([CH:5]=[C:6]([C:30]3[CH:31]=[N:32][N:33]([CH2:35][CH2:36][C:37]([F:39])([F:40])[F:38])[CH:34]=3)[CH:7]=[C:8]2[O:11][C@@H:12]([C@H:14]2[CH2:18][NH:17][C:16](=[O:19])[CH2:15]2)[CH3:13])=[N:3]1, predict the reactants needed to synthesize it. The reactants are: [CH3:1][N:2]1[CH:10]=[C:9]2[C:4]([CH:5]=[C:6](B3OC(C)(C)C(C)(C)O3)[CH:7]=[C:8]2[O:11][C@@H:12]([C@H:14]2[CH2:18][NH:17][C:16](=[O:19])[CH2:15]2)[CH3:13])=[N:3]1.Br[C:30]1[CH:31]=[N:32][N:33]([CH2:35][CH2:36][C:37]([F:40])([F:39])[F:38])[CH:34]=1.C(=O)([O-])[O-].[Na+].[Na+].